This data is from HIV replication inhibition screening data with 41,000+ compounds from the AIDS Antiviral Screen. The task is: Binary Classification. Given a drug SMILES string, predict its activity (active/inactive) in a high-throughput screening assay against a specified biological target. (1) The drug is C=CCN(N=O)C(=O)N(CCC)CCCCC(NC(C)=O)C(=O)NCc1ccccc1. The result is 0 (inactive). (2) The compound is CN1C(C)(c2ccccc2)c2ccccc2S1(=O)=O. The result is 1 (active). (3) The drug is CCNC1=Nc2ccccc2-n2c(nn3nc4ccccc4c23)N1CC. The result is 1 (active). (4) The compound is CC(=O)NC1C(OCc2ccccc2)OC(CO)C(O)C1OC(C)C(=O)NC(C)C(=O)NC(CCC(=O)OCCNCCCNc1ccc([N+](=O)[O-])c2[nH]c3ccccc3c(=O)c12)C(N)=O. The result is 0 (inactive). (5) The compound is COc1cccc2c1[OH+][Ni-4]13(O)([O+]=C(N)[N-][N+]1=C2)[n+]1cccc2ccc4ccc[n+]3c4c21. The result is 0 (inactive). (6) The drug is CCCCCCCCCCCCCC(=O)NCC(=O)NC(CC(N)=O)C(=O)NC(C)C(=O)NC(C)C(=O)NC(C)C(=O)NC(C)C(=O)NC(CCCCN)C(=O)NC(CCCCN)C(=O)NCC(=O)NC(Cc1ccc(O)cc1)C(N)=O. The result is 0 (inactive). (7) The compound is COC(=O)C1N2C(=O)C=NOC2SC1(C)C. The result is 0 (inactive). (8) The drug is [K+].[N-]=[N+]=[NH+][Co-4]1([NH+]=[N+]=[N-])([NH+]=[N+]=[N-])([NH+]=[N+]=[N-])NCCN1. The result is 0 (inactive). (9) The molecule is Cc1ccc(NC(=O)NP(=O)(Nc2ccccc2)Nc2ccccc2)cc1Cl. The result is 0 (inactive). (10) The drug is O=C(N1CCCC1)C1(c2cccc(Cl)c2)CCNCC1. The result is 0 (inactive).